From a dataset of Forward reaction prediction with 1.9M reactions from USPTO patents (1976-2016). Predict the product of the given reaction. (1) Given the reactants [CH2:1]([O:8][C:9]1[CH:10]=[C:11]([S:15][C:16]2[CH:21]=[CH:20][C:19]([CH2:22][CH2:23][CH2:24][C:25]([C:32]([O:34]CC)=[O:33])([CH3:31])[C:26]([O:28][CH2:29][CH3:30])=[O:27])=[C:18]([Cl:37])[CH:17]=2)[CH:12]=[CH:13][CH:14]=1)[C:2]1[CH:7]=[CH:6][CH:5]=[CH:4][CH:3]=1.[OH-].[K+].Cl, predict the reaction product. The product is: [CH2:1]([O:8][C:9]1[CH:10]=[C:11]([S:15][C:16]2[CH:21]=[CH:20][C:19]([CH2:22][CH2:23][CH2:24][C:25]([C:26]([O:28][CH2:29][CH3:30])=[O:27])([CH3:31])[C:32]([OH:34])=[O:33])=[C:18]([Cl:37])[CH:17]=2)[CH:12]=[CH:13][CH:14]=1)[C:2]1[CH:3]=[CH:4][CH:5]=[CH:6][CH:7]=1. (2) Given the reactants [NH2:1][CH2:2][C:3]1[N:4]([CH2:16][C:17]([CH3:20])([OH:19])[CH3:18])[C:5]2[C:14]3[N:13]=[CH:12][CH:11]=[CH:10][C:9]=3[N:8]=[CH:7][C:6]=2[N:15]=1.C(N(CC)CC)C.[C:28](Cl)(=[O:30])[CH3:29], predict the reaction product. The product is: [OH:19][C:17]([CH3:20])([CH3:18])[CH2:16][N:4]1[C:5]2[C:14]3[N:13]=[CH:12][CH:11]=[CH:10][C:9]=3[N:8]=[CH:7][C:6]=2[N:15]=[C:3]1[CH2:2][NH:1][C:28](=[O:30])[CH3:29]. (3) Given the reactants Br[C:2]1[CH:3]=[CH:4][C:5]([C:23]([O:25][CH3:26])=[O:24])=[C:6]2[C:10]=1[N:9]=[C:8]1[N:11]([C:15]3[CH:20]=[CH:19][C:18]([Cl:21])=[CH:17][C:16]=3[Cl:22])[CH2:12][CH2:13][CH2:14][N:7]21.[CH3:27][O-:28].[Na+].CO, predict the reaction product. The product is: [Cl:22][C:16]1[CH:17]=[C:18]([Cl:21])[CH:19]=[CH:20][C:15]=1[N:11]1[C:8]2=[N:9][C:10]3[C:6](=[C:5]([C:23]([O:25][CH3:26])=[O:24])[CH:4]=[CH:3][C:2]=3[O:28][CH3:27])[N:7]2[CH2:14][CH2:13][CH2:12]1. (4) Given the reactants C([C@@H]([C@H](C(O)=O)O)O)(O)=O.[NH2:11][C@@H:12]1[CH2:21][C:20]2[C:19]([C:22]([NH2:24])=[O:23])=[CH:18][CH:17]=[C:16]([F:25])[C:15]=2[O:14][CH2:13]1.[F:26][C:27]1[CH:28]=[C:29]2[C:33](=[C:34]([F:36])[CH:35]=1)[NH:32][CH:31]=[C:30]2[CH2:37][CH2:38][CH:39]=O.C(O)(=O)C.C([BH3-])#N.[Na+], predict the reaction product. The product is: [F:26][C:27]1[CH:28]=[C:29]2[C:33](=[C:34]([F:36])[CH:35]=1)[NH:32][CH:31]=[C:30]2[CH2:37][CH2:38][CH2:39][NH:11][C@@H:12]1[CH2:21][C:20]2[C:19]([C:22]([NH2:24])=[O:23])=[CH:18][CH:17]=[C:16]([F:25])[C:15]=2[O:14][CH2:13]1. (5) The product is: [NH2:6][C:5]1[C:7]([C:8]([NH:10][CH2:11][C:12]2[CH:17]=[CH:16][CH:15]=[C:14]([C:18]([F:20])([F:19])[F:21])[CH:13]=2)=[O:9])=[CH:29][C:28]2[C:23](=[N:24][CH:25]=[CH:26][CH:27]=2)[N:22]=1. Given the reactants CC[O-].[Na+].[C:5]([CH2:7][C:8]([NH:10][CH2:11][C:12]1[CH:17]=[CH:16][CH:15]=[C:14]([C:18]([F:21])([F:20])[F:19])[CH:13]=1)=[O:9])#[N:6].[NH2:22][C:23]1[C:28]([CH:29]=O)=[CH:27][CH:26]=[CH:25][N:24]=1, predict the reaction product.